Dataset: Reaction yield outcomes from USPTO patents with 853,638 reactions. Task: Predict the reaction yield, written as a fraction of the theoretical maximum amount of product (1.0 means a 100% yield; for example, 0.34 means a 34% yield). The reactants are [Br:1][C:2]1[CH:10]=[CH:9][C:5]([C:6]([OH:8])=[O:7])=[CH:4][C:3]=1[OH:11].[C:12](OC(O[C:12]([CH3:15])([CH3:14])[CH3:13])N(C)C)([CH3:15])([CH3:14])[CH3:13].O.C(OCC)(=O)C. The catalyst is C1(C)C=CC=CC=1. The product is [Br:1][C:2]1[CH:10]=[CH:9][C:5]([C:6]([O:8][C:12]([CH3:15])([CH3:14])[CH3:13])=[O:7])=[CH:4][C:3]=1[OH:11]. The yield is 0.794.